From a dataset of Reaction yield outcomes from USPTO patents with 853,638 reactions. Predict the reaction yield, written as a fraction of the theoretical maximum amount of product (1.0 means a 100% yield; for example, 0.34 means a 34% yield). (1) The reactants are [N+:1]([C:4]1[CH:11]=[C:8]([CH:9]=[O:10])[C:7]([OH:12])=[CH:6][CH:5]=1)([O-:3])=[O:2].Br[CH2:14][C:15]([O:17][CH2:18][CH3:19])=[O:16].C([O-])([O-])=O.[K+].[K+].[Na+].[I-]. The catalyst is C1COCC1. The product is [CH2:18]([O:17][C:15]([CH2:14][O:12][C:7]1[CH:6]=[CH:5][C:4]([N+:1]([O-:3])=[O:2])=[CH:11][C:8]=1[CH:9]=[O:10])=[O:16])[CH3:19]. The yield is 0.870. (2) The reactants are [Li]CCCC.Br[C:7]1[CH:12]=[CH:11][C:10]2[O:13][CH2:14][O:15][C:9]=2[CH:8]=1.[CH2:16]([S:18]SCC)[CH3:17].O. The catalyst is C1COCC1. The product is [CH2:16]([S:18][C:7]1[CH:12]=[CH:11][C:10]2[O:13][CH2:14][O:15][C:9]=2[CH:8]=1)[CH3:17]. The yield is 0.990. (3) The reactants are [C:1]1([C@@H:7]([NH:9][C:10]2[N:15]=[C:14]([N:16]3[C:20]4[CH:21]=[CH:22][C:23]([NH2:25])=[CH:24][C:19]=4[N:18]=[CH:17]3)[CH:13]=[N:12][CH:11]=2)[CH3:8])[CH:6]=[CH:5][CH:4]=[CH:3][CH:2]=1.Cl.[C:27](Cl)(=[O:34])[C:28]1[CH:33]=[CH:32][N:31]=[CH:30][CH:29]=1. No catalyst specified. The product is [C:1]1([C@@H:7]([NH:9][C:10]2[N:15]=[C:14]([N:16]3[C:20]4[CH:21]=[CH:22][C:23]([NH:25][C:27](=[O:34])[C:28]5[CH:33]=[CH:32][N:31]=[CH:30][CH:29]=5)=[CH:24][C:19]=4[N:18]=[CH:17]3)[CH:13]=[N:12][CH:11]=2)[CH3:8])[CH:6]=[CH:5][CH:4]=[CH:3][CH:2]=1. The yield is 0.230. (4) The reactants are [NH2:1][C:2]1[CH:7]=[CH:6][C:5]([C:8]2[N:9]([CH2:22][CH3:23])[C:10]3[C:15]([C:16]=2[C:17]#[N:18])=[CH:14][CH:13]=[C:12]([O:19][CH2:20][CH3:21])[CH:11]=3)=[CH:4][CH:3]=1.Cl[CH2:25][C:26]([N:28]=[C:29]=[O:30])=[O:27].C1CCN2C(=NCCC2)CC1. The catalyst is O1CCOCC1. The product is [O:30]=[C:29]1[NH:28][C:26](=[O:27])[CH2:25][N:1]1[C:2]1[CH:3]=[CH:4][C:5]([C:8]2[N:9]([CH2:22][CH3:23])[C:10]3[C:15]([C:16]=2[C:17]#[N:18])=[CH:14][CH:13]=[C:12]([O:19][CH2:20][CH3:21])[CH:11]=3)=[CH:6][CH:7]=1. The yield is 0.790. (5) The reactants are [O:1]1[C:5]2[CH:6]=[CH:7][CH:8]=[CH:9][C:4]=2[CH:3]=[C:2]1[C:10]1[C:18]2[C:13](=[CH:14][CH:15]=[C:16]([C:19]#[N:20])[CH:17]=2)[N:12](C2CCCCO2)[N:11]=1.[NH2:27][NH:28][C:29](=O)[CH2:30][N:31]([CH3:33])[CH3:32].C[O-].[Na+]. The catalyst is CO.ClCCl. The product is [O:1]1[C:5]2[CH:6]=[CH:7][CH:8]=[CH:9][C:4]=2[CH:3]=[C:2]1[C:10]1[C:18]2[C:13](=[CH:14][CH:15]=[C:16]([C:19]3[NH:27][N:28]=[C:29]([CH2:30][N:31]([CH3:33])[CH3:32])[N:20]=3)[CH:17]=2)[NH:12][N:11]=1. The yield is 0.0700. (6) The reactants are [CH2:1]([O:5][C:6]1[CH:7]=[C:8]([CH:12]=[CH:13][CH:14]=1)[C:9](Cl)=[O:10])[CH:2]([CH3:4])[CH3:3].Br[C:16]1[C:17]([C:22]#[N:23])=[N:18][CH:19]=[CH:20][CH:21]=1. No catalyst specified. The product is [CH2:1]([O:5][C:6]1[CH:7]=[C:8]([CH:12]=[CH:13][CH:14]=1)[C:9]([C:16]1[C:17]([C:22]#[N:23])=[N:18][CH:19]=[CH:20][CH:21]=1)=[O:10])[CH:2]([CH3:4])[CH3:3]. The yield is 0.260. (7) The catalyst is CN(C=O)C. The product is [OH:50][CH2:54][CH2:53][O:1][C:2]1[CH:29]=[CH:28][C:5]2[C:6](=[O:27])/[C:7](=[CH:9]/[C:10]3[C:18]4[C:13](=[CH:14][CH:15]=[CH:16][CH:17]=4)[N:12]([CH2:19][O:20][CH2:21][CH2:22][Si:23]([CH3:25])([CH3:26])[CH3:24])[N:11]=3)/[O:8][C:4]=2[C:3]=1[CH2:30][N:31]1[CH2:36][CH2:35][N:34]([C:37]([O:39][C:40]([CH3:43])([CH3:42])[CH3:41])=[O:38])[CH2:33][CH2:32]1. The yield is 0.740. The reactants are [OH:1][C:2]1[CH:29]=[CH:28][C:5]2[C:6](=[O:27])/[C:7](=[CH:9]/[C:10]3[C:18]4[C:13](=[CH:14][CH:15]=[CH:16][CH:17]=4)[N:12]([CH2:19][O:20][CH2:21][CH2:22][Si:23]([CH3:26])([CH3:25])[CH3:24])[N:11]=3)/[O:8][C:4]=2[C:3]=1[CH2:30][N:31]1[CH2:36][CH2:35][N:34]([C:37]([O:39][C:40]([CH3:43])([CH3:42])[CH3:41])=[O:38])[CH2:33][CH2:32]1.C(=O)([O-])[O-].[K+].[K+].[O:50]1[CH2:54][CH2:53]OC1=O.O.